From a dataset of Reaction yield outcomes from USPTO patents with 853,638 reactions. Predict the reaction yield, written as a fraction of the theoretical maximum amount of product (1.0 means a 100% yield; for example, 0.34 means a 34% yield). (1) The reactants are [OH:1][C:2]1[C:10]2[N:9]=[C:8]([CH3:11])[N:7]([CH3:12])[C:6]=2[CH:5]=[C:4]([C:13]([O:15][CH3:16])=[O:14])[CH:3]=1.Cl[CH:18]1[C:27]2[C:22](=[CH:23][C:24]([F:29])=[CH:25][C:26]=2[F:28])[O:21][CH2:20][CH2:19]1. No catalyst specified. The product is [F:28][C:26]1[CH:25]=[C:24]([F:29])[CH:23]=[C:22]2[C:27]=1[CH:18]([O:1][C:2]1[C:10]3[N:9]=[C:8]([CH3:11])[N:7]([CH3:12])[C:6]=3[CH:5]=[C:4]([C:13]([O:15][CH3:16])=[O:14])[CH:3]=1)[CH2:19][CH2:20][O:21]2. The yield is 0.590. (2) The reactants are Br[C:2]1[CH:7]=[CH:6][C:5]([Cl:8])=[CH:4][N:3]=1.CCCCCC.C([Li])CCC.CN(C)[CH:22]=[O:23].[BH4-].[Na+]. The catalyst is O1CCCC1.O.C1(C)C=CC=CC=1. The product is [Cl:8][C:5]1[CH:6]=[CH:7][C:2]([CH2:22][OH:23])=[N:3][CH:4]=1. The yield is 0.470. (3) The reactants are [NH2:1][CH2:2][CH2:3][C:4]1[N:5]([CH:27]([C:34]2[CH:39]=[CH:38][CH:37]=[CH:36][CH:35]=2)[C:28]2[CH:33]=[CH:32][CH:31]=[CH:30][CH:29]=2)[C:6]2[C:11]([C:12]=1[CH2:13][CH2:14][O:15][C:16]1[CH:25]=[CH:24][C:19]([C:20]([O:22]C)=[O:21])=[CH:18][CH:17]=1)=[CH:10][C:9]([Cl:26])=[CH:8][CH:7]=2.[CH:40]1[C:49]2[C:44](=[CH:45][CH:46]=[CH:47][CH:48]=2)[CH:43]=[CH:42][C:41]=1[S:50](Cl)(=[O:52])=[O:51]. No catalyst specified. The product is [CH:27]([N:5]1[C:6]2[C:11](=[CH:10][C:9]([Cl:26])=[CH:8][CH:7]=2)[C:12]([CH2:13][CH2:14][O:15][C:16]2[CH:17]=[CH:18][C:19]([C:20]([OH:22])=[O:21])=[CH:24][CH:25]=2)=[C:4]1[CH2:3][CH2:2][NH:1][S:50]([C:41]1[CH:42]=[CH:43][C:44]2[C:49](=[CH:48][CH:47]=[CH:46][CH:45]=2)[CH:40]=1)(=[O:52])=[O:51])([C:28]1[CH:33]=[CH:32][CH:31]=[CH:30][CH:29]=1)[C:34]1[CH:35]=[CH:36][CH:37]=[CH:38][CH:39]=1. The yield is 0.530. (4) The reactants are Br[C:2]1[C:7](=[O:8])[C:6]([O:9][CH3:10])=[CH:5][N:4]([C:11]2[C:21]([F:22])=[CH:20][C:14]3[O:15][C:16]([F:19])([F:18])[O:17][C:13]=3[CH:12]=2)[N:3]=1.[C:23]1([N:29]2[C:33](B3OC(C)(C)C(C)(C)O3)=[CH:32][CH:31]=[N:30]2)[CH:28]=[CH:27][CH:26]=[CH:25][CH:24]=1.C([O-])([O-])=O.[K+].[K+]. The catalyst is C1(C)C=CC=CC=1.O.C([O-])(O)=O.[Na+]. The product is [CH3:10][O:9][C:6]1[C:7](=[O:8])[C:2]([C:33]2[N:29]([C:23]3[CH:24]=[CH:25][CH:26]=[CH:27][CH:28]=3)[N:30]=[CH:31][CH:32]=2)=[N:3][N:4]([C:11]2[C:21]([F:22])=[CH:20][C:14]3[O:15][C:16]([F:19])([F:18])[O:17][C:13]=3[CH:12]=2)[CH:5]=1. The yield is 0.600. (5) The reactants are [Cl-].[Al+3].[Cl-].[Cl-].[Cl-].C[NH+](C)C.C([O:17][C:18]1[C:19]([C:25](=[O:27])[CH3:26])=[N:20][C:21]([Cl:24])=[CH:22][CH:23]=1)C1C=CC=CC=1. The catalyst is C1(C)C=CC=CC=1. The product is [Cl:24][C:21]1[N:20]=[C:19]([C:25](=[O:27])[CH3:26])[C:18]([OH:17])=[CH:23][CH:22]=1. The yield is 0.860.